The task is: Predict the product of the given reaction.. This data is from Forward reaction prediction with 1.9M reactions from USPTO patents (1976-2016). Given the reactants [NH2:1][C:2]1[N:3]=[CH:4][C:5]([C:20]2[CH:30]=[CH:29][C:23]([C:24]([N:26]([CH3:28])[CH3:27])=[O:25])=[CH:22][CH:21]=2)=[N:6][C:7]=1[C:8]1[O:9][C:10]([C:13]2[CH:18]=[CH:17][CH:16]=[CH:15][C:14]=2[OH:19])=[N:11][N:12]=1.C(=O)([O-])[O-].[K+].[K+].Br[CH2:38][CH2:39][NH:40]C(=O)OC(C)(C)C.C(O)(C(F)(F)F)=O, predict the reaction product. The product is: [NH2:1][C:2]1[N:3]=[CH:4][C:5]([C:20]2[CH:30]=[CH:29][C:23]([C:24]([N:26]([CH3:28])[CH3:27])=[O:25])=[CH:22][CH:21]=2)=[N:6][C:7]=1[C:8]1[O:9][C:10]([C:13]2[CH:18]=[CH:17][CH:16]=[CH:15][C:14]=2[O:19][CH2:38][CH2:39][NH2:40])=[N:11][N:12]=1.